Dataset: Peptide-MHC class I binding affinity with 185,985 pairs from IEDB/IMGT. Task: Regression. Given a peptide amino acid sequence and an MHC pseudo amino acid sequence, predict their binding affinity value. This is MHC class I binding data. (1) The peptide sequence is DTWHGFKNM. The MHC is HLA-B40:01 with pseudo-sequence HLA-B40:01. The binding affinity (normalized) is 0.0847. (2) The peptide sequence is KFLWEWASAR. The MHC is HLA-A31:01 with pseudo-sequence HLA-A31:01. The binding affinity (normalized) is 0.978. (3) The peptide sequence is FPTQADAIG. The MHC is HLA-B07:02 with pseudo-sequence HLA-B07:02. The binding affinity (normalized) is 0.196. (4) The binding affinity (normalized) is 0.399. The peptide sequence is GTSVIRSNI. The MHC is HLA-A02:01 with pseudo-sequence HLA-A02:01. (5) The peptide sequence is RIYKRSLKL. The MHC is HLA-A02:12 with pseudo-sequence HLA-A02:12. The binding affinity (normalized) is 0.0847. (6) The peptide sequence is SVIDHIHYM. The MHC is HLA-A02:01 with pseudo-sequence HLA-A02:01. The binding affinity (normalized) is 0.851.